This data is from Reaction yield outcomes from USPTO patents with 853,638 reactions. The task is: Predict the reaction yield, written as a fraction of the theoretical maximum amount of product (1.0 means a 100% yield; for example, 0.34 means a 34% yield). (1) The reactants are [N:1]1[C:10]2[CH:9]=[CH:8][CH:7]=[C:6]([C:11](O)=[O:12])[C:5]=2[CH:4]=[CH:3][CH:2]=1.[H-].[H-].[H-].[H-].[Li+].[Al+3]. The catalyst is C1COCC1. The product is [N:1]1[C:10]2[C:5](=[C:6]([CH2:11][OH:12])[CH:7]=[CH:8][CH:9]=2)[CH:4]=[CH:3][CH:2]=1. The yield is 0.480. (2) The reactants are [NH:1]1[C:7]2[CH:8]=[CH:9][CH:10]=[CH:11][C:6]=2[CH:5]=[CH:4][CH:3]=[CH:2]1.[CH:12](=O)[CH3:13].C(O[BH-](OC(=O)C)OC(=O)C)(=O)C.[Na+].C(O)(=O)C. The catalyst is ClCCl. The product is [CH2:12]([N:1]1[C:7]2[CH:8]=[CH:9][CH:10]=[CH:11][C:6]=2[CH:5]=[CH:4][CH:3]=[CH:2]1)[CH3:13]. The yield is 0.480.